Dataset: Forward reaction prediction with 1.9M reactions from USPTO patents (1976-2016). Task: Predict the product of the given reaction. Given the reactants CC1(C)[O:6][C@H:5]2[C@H:7]([N:12]3[CH:20]=[N:19][C:18]4[C:13]3=[N:14][CH:15]=[N:16][C:17]=4[C:21]3[CH:26]=[CH:25][CH:24]=[C:23]([N:27]4[CH:31]=[CH:30][CH:29]=[N:28]4)[CH:22]=3)[O:8][C@H:9]([CH2:10][OH:11])[C@H:4]2[O:3]1.Cl[S:34]([NH2:37])(=[O:36])=[O:35], predict the reaction product. The product is: [S:34](=[O:36])(=[O:35])([O:11][CH2:10][C@@H:9]1[C@@H:4]([OH:3])[C@@H:5]([OH:6])[C@H:7]([N:12]2[CH:20]=[N:19][C:18]3[C:13]2=[N:14][CH:15]=[N:16][C:17]=3[C:21]2[CH:26]=[CH:25][CH:24]=[C:23]([N:27]3[CH:31]=[CH:30][CH:29]=[N:28]3)[CH:22]=2)[O:8]1)[NH2:37].